This data is from Reaction yield outcomes from USPTO patents with 853,638 reactions. The task is: Predict the reaction yield, written as a fraction of the theoretical maximum amount of product (1.0 means a 100% yield; for example, 0.34 means a 34% yield). (1) The reactants are [CH3:1][O:2][C:3]1[CH:4]=[C:5]([S:9](Cl)(=[O:11])=[O:10])[CH:6]=[CH:7][CH:8]=1.[Cl:13][C:14]1[CH:19]=[CH:18][C:17]([C:20]2[CH:25]=[CH:24][CH:23]=[CH:22][C:21]=2[CH:26]([NH2:28])[CH3:27])=[C:16]([F:29])[CH:15]=1.C(N(CC)CC)C. The catalyst is C(#N)C. The product is [Cl:13][C:14]1[CH:19]=[CH:18][C:17]([C:20]2[CH:25]=[CH:24][CH:23]=[CH:22][C:21]=2[CH:26]([NH:28][S:9]([C:5]2[CH:6]=[CH:7][CH:8]=[C:3]([O:2][CH3:1])[CH:4]=2)(=[O:11])=[O:10])[CH3:27])=[C:16]([F:29])[CH:15]=1. The yield is 0.990. (2) The reactants are [NH2:1][C:2]1[CH:7]=[CH:6][CH:5]=[CH:4][CH:3]=1.C[Al](C)C.[Br:12][C:13]1[CH:14]=[C:15]([CH:18]=[CH:19][CH:20]=1)[C:16]#[N:17].CO. The catalyst is C1(C)C=CC=CC=1. The product is [Br:12][C:13]1[CH:14]=[C:15]([CH:18]=[CH:19][CH:20]=1)/[C:16](=[N:1]\[C:2]1[CH:7]=[CH:6][CH:5]=[CH:4][CH:3]=1)/[NH2:17]. The yield is 0.459. (3) The reactants are [Cl:1][C:2]1[CH:3]=[C:4]([C:9](=O)[C:10]([F:13])([F:12])[F:11])[CH:5]=[C:6]([Cl:8])[CH:7]=1.[C:15]([C:18]1[CH:19]=[CH:20][C:21]([F:26])=[C:22]([CH:25]=1)[C:23]#[N:24])(=[O:17])[CH3:16].C(=O)([O-])[O-].[K+].[K+]. The catalyst is C1(C)C=CC=CC=1. The product is [Cl:1][C:2]1[CH:3]=[C:4]([C:9]([C:10]([F:13])([F:12])[F:11])=[CH:16][C:15]([C:18]2[CH:19]=[CH:20][C:21]([F:26])=[C:22]([CH:25]=2)[C:23]#[N:24])=[O:17])[CH:5]=[C:6]([Cl:8])[CH:7]=1. The yield is 0.460. (4) The reactants are [C:1]([NH:6][NH:7][C:8]([C:10]1[C:14]([CH3:15])=[C:13]([C:16]2[CH:21]=[CH:20][C:19]([Cl:22])=[CH:18][CH:17]=2)[N:12]([C:23]2[CH:28]=[CH:27][C:26]([Cl:29])=[CH:25][C:24]=2[Cl:30])[N:11]=1)=O)(=[O:5])[CH2:2][CH2:3][CH3:4].CC[N+](S(N=C(OC)[O-])(=O)=O)(CC)CC. The catalyst is C1COCC1. The product is [Cl:22][C:19]1[CH:20]=[CH:21][C:16]([C:13]2[N:12]([C:23]3[CH:28]=[CH:27][C:26]([Cl:29])=[CH:25][C:24]=3[Cl:30])[N:11]=[C:10]([C:8]3[O:5][C:1]([CH2:2][CH2:3][CH3:4])=[N:6][N:7]=3)[C:14]=2[CH3:15])=[CH:17][CH:18]=1. The yield is 0.610. (5) The reactants are [O:1]=[C:2]1[C:11]2[C:6](=[CH:7][CH:8]=[CH:9][CH:10]=2)[NH:5][CH:4]=[C:3]1[C:12]([NH:14][C:15]1[CH:23]=[C:22]2[C:18]([CH:19]=[CH:20][NH:21]2)=[CH:17][C:16]=1[C:24](O)=[O:25])=[O:13].CN(C(ON1N=NC2C=CC=NC1=2)=[N+](C)C)C.F[P-](F)(F)(F)(F)F.CCN(C(C)C)C(C)C.[CH2:60]([NH2:64])[CH:61]([CH3:63])[CH3:62]. The catalyst is CN(C=O)C. The product is [CH2:60]([NH:64][C:24]([C:16]1[CH:17]=[C:18]2[C:22](=[CH:23][C:15]=1[NH:14][C:12]([C:3]1[C:2](=[O:1])[C:11]3[C:6](=[CH:7][CH:8]=[CH:9][CH:10]=3)[NH:5][CH:4]=1)=[O:13])[NH:21][CH:20]=[CH:19]2)=[O:25])[CH:61]([CH3:63])[CH3:62]. The yield is 0.660. (6) The reactants are N[C:2]1[CH:7]=[CH:6][C:5]([O:8][CH:9]([F:11])[F:10])=[C:4]([CH3:12])[CH:3]=1.N([O-])=O.[Na+].[BrH:17]. The catalyst is O.[Cu]Br. The product is [Br:17][C:2]1[CH:7]=[CH:6][C:5]([O:8][CH:9]([F:11])[F:10])=[C:4]([CH3:12])[CH:3]=1. The yield is 0.370.